Predict the reaction yield, written as a fraction of the theoretical maximum amount of product (1.0 means a 100% yield; for example, 0.34 means a 34% yield). From a dataset of Reaction yield outcomes from USPTO patents with 853,638 reactions. (1) The reactants are [OH:1][NH:2][C:3]([CH:5]1[C:10]([CH3:12])([CH3:11])[S:9][CH2:8][CH2:7][N:6]1[S:13]([C:16]1[CH:35]=[CH:34][C:19]([O:20][CH2:21][C:22]#[C:23][CH2:24][CH2:25][NH:26]C(=O)OC(C)(C)C)=[CH:18][CH:17]=1)(=[O:15])=[O:14])=[O:4].FC(F)(F)C(O)=O. The catalyst is ClCCl. The product is [NH2:26][CH2:25][CH2:24][C:23]#[C:22][CH2:21][O:20][C:19]1[CH:34]=[CH:35][C:16]([S:13]([N:6]2[CH2:7][CH2:8][S:9][C:10]([CH3:12])([CH3:11])[CH:5]2[C:3]([NH:2][OH:1])=[O:4])(=[O:14])=[O:15])=[CH:17][CH:18]=1. The yield is 0.790. (2) The reactants are ClC(Cl)(Cl)C(Cl)(Cl)Cl.[C:9]([O:13][C:14]([N:16]1[CH2:21][CH2:20][CH:19]([C:22]([NH:24][NH:25][C:26]2[CH:31]=[CH:30][C:29]([F:32])=[CH:28][N:27]=2)=O)[CH2:18][CH2:17]1)=[O:15])([CH3:12])([CH3:11])[CH3:10].C1(P(C2C=CC=CC=2)C2C=CC=CC=2)C=CC=CC=1.C(N(CC)CC)C. The catalyst is C1COCC1. The product is [C:9]([O:13][C:14]([N:16]1[CH2:21][CH2:20][CH:19]([C:22]2[N:27]3[CH:28]=[C:29]([F:32])[CH:30]=[CH:31][C:26]3=[N:25][N:24]=2)[CH2:18][CH2:17]1)=[O:15])([CH3:12])([CH3:11])[CH3:10]. The yield is 0.800. (3) The reactants are [OH:1][C@H:2]([CH2:12][NH:13][S:14]([C:17]1[CH:22]=[CH:21][CH:20]=[CH:19][N:18]=1)(=[O:16])=[O:15])[CH2:3][NH:4]C(=O)OC(C)(C)C.O[C@@H](CNS(C1C=CC=CN=1)(=O)=O)CNC(=O)OC(C)(C)C.Cl.[C:46](=[O:75])(OC1C=CC([N+]([O-])=O)=CC=1)[O:47][C@H:48]([CH2:53][N:54]1[C:58]2[CH:59]=[C:60]([Cl:64])[C:61]([Cl:63])=[CH:62][C:57]=2[N:56]=[CH:55]1)[C:49]([CH3:52])([CH3:51])[CH3:50].C(N(C(C)C)CC)(C)C. The catalyst is O1CCOCC1.CN(C)C=O. The product is [OH:1][C@H:2]([CH2:12][NH:13][S:14]([C:17]1[CH:22]=[CH:21][CH:20]=[CH:19][N:18]=1)(=[O:16])=[O:15])[CH2:3][NH:4][C:46](=[O:75])[O:47][C@H:48]([CH2:53][N:54]1[C:58]2[CH:59]=[C:60]([Cl:64])[C:61]([Cl:63])=[CH:62][C:57]=2[N:56]=[CH:55]1)[C:49]([CH3:50])([CH3:51])[CH3:52]. The yield is 0.450. (4) The reactants are [O:1]1[C:5]2[CH:6]=[CH:7][C:8]([C:10]3[O:14][C:13]([SH:15])=[N:12][N:11]=3)=[CH:9][C:4]=2[CH2:3][CH2:2]1.[F:16][C:17]1[CH:18]=[C:19]([CH:22]=[CH:23][CH:24]=1)[CH2:20]Cl.[OH-].[Na+]. The catalyst is O. The product is [O:1]1[C:5]2[CH:6]=[CH:7][C:8]([C:10]3[O:14][C:13]([S:15][CH2:20][C:19]4[CH:22]=[CH:23][CH:24]=[C:17]([F:16])[CH:18]=4)=[N:12][N:11]=3)=[CH:9][C:4]=2[CH2:3][CH2:2]1. The yield is 0.740. (5) The reactants are [F:1][C:2]1[CH:3]=[C:4]([NH:14][C:15](=[O:23])OC2C=CC=CC=2)[CH:5]=[CH:6][C:7]=1[CH2:8][CH2:9][S:10]([CH3:13])(=[O:12])=[O:11].[Cl:24][C:25]1[CH:26]=[C:27]([N:31]2[C:35]([CH2:36][NH2:37])=[CH:34][C:33]([CH:38]3[CH2:40][CH2:39]3)=[N:32]2)[CH:28]=[CH:29][CH:30]=1.C(N(C(C)C)C(C)C)C. The catalyst is C1COCC1. The product is [Cl:24][C:25]1[CH:26]=[C:27]([N:31]2[C:35]([CH2:36][NH:37][C:15]([NH:14][C:4]3[CH:5]=[CH:6][C:7]([CH2:8][CH2:9][S:10]([CH3:13])(=[O:11])=[O:12])=[C:2]([F:1])[CH:3]=3)=[O:23])=[CH:34][C:33]([CH:38]3[CH2:39][CH2:40]3)=[N:32]2)[CH:28]=[CH:29][CH:30]=1. The yield is 0.230. (6) The reactants are [O:1]1[C:5]2([CH2:10][CH2:9][C:8](=[O:11])[CH2:7][CH2:6]2)[O:4][CH2:3][CH2:2]1.[CH3:12][Li]. The catalyst is C1COCC1. The product is [CH3:12][C:8]1([OH:11])[CH2:7][CH2:6][C:5]2([O:4][CH2:3][CH2:2][O:1]2)[CH2:10][CH2:9]1. The yield is 0.800. (7) The reactants are O[Li].O.SCC(O)=O.[CH2:9]([O:16][N:17]([C@H:30]1[CH2:35][N:34]([C:36]([O:38][C:39]([CH3:42])([CH3:41])[CH3:40])=[O:37])[C@H:33]([C:43]([O:45][CH2:46][CH3:47])=[O:44])[CH2:32][CH2:31]1)S(C1C=CC=CC=1[N+]([O-])=O)(=O)=O)[C:10]1[CH:15]=[CH:14][CH:13]=[CH:12][CH:11]=1. The catalyst is CN(C=O)C.O. The product is [CH2:9]([O:16][NH:17][C@H:30]1[CH2:35][N:34]([C:36]([O:38][C:39]([CH3:41])([CH3:42])[CH3:40])=[O:37])[C@H:33]([C:43]([O:45][CH2:46][CH3:47])=[O:44])[CH2:32][CH2:31]1)[C:10]1[CH:15]=[CH:14][CH:13]=[CH:12][CH:11]=1. The yield is 0.850. (8) The reactants are [CH2:1]([C:4]1([S:7]([NH:10][C:11]2[C:16](OC)=[CH:15][C:14]([F:19])=[C:13]([F:20])[C:12]=2[NH:21][C:22]2[CH:27]=[CH:26][C:25]([I:28])=[CH:24][C:23]=2[F:29])(=[O:9])=[O:8])[CH2:6][CH2:5]1)[CH:2]=C.C[N+]1([O-])CC[O:34][CH2:33]C1.CC[O:40]C(C)=O. The catalyst is C1COCC1.O.[Os](=O)(=O)(=O)=O. The product is [F:20][C:13]1[C:12]([NH:21][C:22]2[CH:27]=[CH:26][C:25]([I:28])=[CH:24][C:23]=2[F:29])=[C:11]([NH:10][S:7]([C:4]2([CH2:1][CH:2]([OH:40])[CH2:33][OH:34])[CH2:5][CH2:6]2)(=[O:8])=[O:9])[CH:16]=[CH:15][C:14]=1[F:19]. The yield is 0.780. (9) The reactants are Cl.[CH:2]([N:5]1[C:9]([C:10]2[N:19]=[C:18]3[N:12]([CH2:13][CH2:14][O:15][C:16]4[CH:23]=[C:22]([CH:24]5[CH2:29][CH2:28][NH:27][CH2:26][CH2:25]5)[CH:21]=[CH:20][C:17]=43)[CH:11]=2)=[N:8][C:7]([CH3:30])=[N:6]1)([CH3:4])[CH3:3].[CH3:31][N:32]([CH3:37])[C:33](=[O:36])[CH2:34]Cl. The catalyst is C(Cl)Cl.CCCC[N+](CCCC)(CCCC)CCCC.[I-]. The product is [CH:2]([N:5]1[C:9]([C:10]2[N:19]=[C:18]3[C:17]4[CH:20]=[CH:21][C:22]([CH:24]5[CH2:29][CH2:28][N:27]([CH2:34][C:33]([N:32]([CH3:37])[CH3:31])=[O:36])[CH2:26][CH2:25]5)=[CH:23][C:16]=4[O:15][CH2:14][CH2:13][N:12]3[CH:11]=2)=[N:8][C:7]([CH3:30])=[N:6]1)([CH3:4])[CH3:3]. The yield is 0.380.